Dataset: Full USPTO retrosynthesis dataset with 1.9M reactions from patents (1976-2016). Task: Predict the reactants needed to synthesize the given product. (1) Given the product [NH:38]1[C:34]([C:29]2[CH:30]=[CH:31][CH:32]=[CH:33][C:28]=2[C:24]2[CH:23]=[C:22]3[C:27](=[CH:26][CH:25]=2)[C@@H:19]([N:14]2[C:12]4=[N:13][C:8]([CH2:1][C:2]5[CH:7]=[CH:6][CH:5]=[CH:4][CH:3]=5)=[CH:9][C:10]([CH3:58])=[C:11]4[N:16]=[C:15]2[CH2:17][CH3:18])[CH2:20][CH2:21]3)=[N:35][N:36]=[N:37]1, predict the reactants needed to synthesize it. The reactants are: [CH2:1]([C:8]1[N:13]=[C:12]2[N:14]([C@@H:19]3[C:27]4[C:22](=[CH:23][C:24]([C:28]5[CH:33]=[CH:32][CH:31]=[CH:30][C:29]=5[C:34]5[N:38](C(C6C=CC=CC=6)(C6C=CC=CC=6)C6C=CC=CC=6)[N:37]=[N:36][N:35]=5)=[CH:25][CH:26]=4)[CH2:21][CH2:20]3)[C:15]([CH2:17][CH3:18])=[N:16][C:11]2=[C:10]([CH3:58])[CH:9]=1)[C:2]1[CH:7]=[CH:6][CH:5]=[CH:4][CH:3]=1.Cl.O. (2) Given the product [C:1]([O:6][CH:14]1[CH2:11][CH2:10][CH2:8][O:9]1)(=[O:5])[C:2]([CH3:4])=[CH2:3], predict the reactants needed to synthesize it. The reactants are: [C:1]([OH:6])(=[O:5])[C:2]([CH3:4])=[CH2:3].C12(CS(O)(=O)=O)[C:14](C)(C)[CH:11](CC1)[CH2:10][C:8]2=[O:9]. (3) Given the product [C:1]([O:5][C:6]([NH:8][C@:9]1([C:14]([O:16][CH2:17][CH3:18])=[O:15])[CH2:11][C@H:10]1[CH2:12][CH2:13][OH:29])=[O:7])([CH3:4])([CH3:2])[CH3:3], predict the reactants needed to synthesize it. The reactants are: [C:1]([O:5][C:6]([NH:8][C@:9]1([C:14]([O:16][CH2:17][CH3:18])=[O:15])[CH2:11][C@H:10]1[CH:12]=[CH2:13])=[O:7])([CH3:4])([CH3:3])[CH3:2].B1C2CCCC1CCC2.[Na].[OH:29]O. (4) The reactants are: [C:1]1([NH2:8])[CH:6]=[CH:5][CH:4]=[CH:3][C:2]=1[NH2:7].[C:9]([C:17]1[C:18](=[O:28])[N:19]([CH3:27])[C:20](=[O:26])[N:21]([CH3:25])[C:22]=1[CH2:23]Br)(=O)[C:10]1[CH:15]=[CH:14][CH:13]=[CH:12][CH:11]=1. Given the product [NH2:7][C:2]1[CH:3]=[CH:4][CH:5]=[CH:6][C:1]=1[N:8]1[C:9]([C:10]2[CH:15]=[CH:14][CH:13]=[CH:12][CH:11]=2)=[C:17]2[C:22]([N:21]([CH3:25])[C:20](=[O:26])[N:19]([CH3:27])[C:18]2=[O:28])=[CH:23]1, predict the reactants needed to synthesize it. (5) Given the product [Cl:1][C:2]1[CH:10]=[C:9]2[C:5]([C:6]([C:11]([OH:13])=[O:12])=[CH:7][NH:8]2)=[CH:4][C:3]=1[C:15]1[CH:20]=[CH:19][C:18]([O:21][CH3:22])=[C:17]([O:23][CH3:24])[CH:16]=1, predict the reactants needed to synthesize it. The reactants are: [Cl:1][C:2]1[CH:10]=[C:9]2[C:5]([C:6]([C:11]([O:13]C)=[O:12])=[CH:7][NH:8]2)=[CH:4][C:3]=1[C:15]1[CH:20]=[CH:19][C:18]([O:21][CH3:22])=[C:17]([O:23][CH3:24])[CH:16]=1.CO.[OH-].[Na+].Cl.